From a dataset of Catalyst prediction with 721,799 reactions and 888 catalyst types from USPTO. Predict which catalyst facilitates the given reaction. (1) Reactant: Cl[C:2]1[C:11]2=[N:12][N:13](CC3C=CC(OC)=CC=3)[CH:14]=[C:10]2[C:9]2[CH:8]=[C:7]([O:24][CH3:25])[CH:6]=[CH:5][C:4]=2[N:3]=1.[F:26][C:27]1[CH:28]=[C:29]([CH:31]=[C:32]([F:35])[C:33]=1[F:34])[NH2:30].Cl. Product: [CH3:25][O:24][C:7]1[CH:6]=[CH:5][C:4]2[N:3]=[C:2]([NH:30][C:29]3[CH:28]=[C:27]([F:26])[C:33]([F:34])=[C:32]([F:35])[CH:31]=3)[C:11]3=[N:12][NH:13][CH:14]=[C:10]3[C:9]=2[CH:8]=1. The catalyst class is: 71. (2) The catalyst class is: 7. Product: [Cl:23][C:24]1[C:29]([C:30]([N:8]2[CH2:7][CH2:6][N:5]([C:9]([O:11][C:12]([CH3:15])([CH3:14])[CH3:13])=[O:10])[CH2:4][CH:3]2[CH2:2][OH:1])=[O:31])=[C:28]([F:33])[CH:27]=[CH:26][CH:25]=1. Reactant: [OH:1][CH2:2][CH:3]1[NH:8][CH2:7][CH2:6][N:5]([C:9]([O:11][C:12]([CH3:15])([CH3:14])[CH3:13])=[O:10])[CH2:4]1.C(N(CC)CC)C.[Cl:23][C:24]1[C:29]([C:30](Cl)=[O:31])=[C:28]([F:33])[CH:27]=[CH:26][CH:25]=1.O. (3) Reactant: [C:1]([C:3]1[CH:4]=[C:5]([S:9]([NH:12][C:13]2[C:22]([NH:23][C:24]3[CH:29]=[C:28]([O:30][CH3:31])[CH:27]=[C:26]([O:32][CH3:33])[CH:25]=3)=[N:21][C:20]3[C:15](=[CH:16][CH:17]=[CH:18][CH:19]=3)[N:14]=2)(=[O:11])=[O:10])[CH:6]=[CH:7][CH:8]=1)#[N:2].[N-:34]=[N+:35]=[N-:36].[Na+].[Cl-].[NH4+].Cl. Product: [CH3:31][O:30][C:28]1[CH:29]=[C:24]([NH:23][C:22]2[C:13]([NH:12][S:9]([C:5]3[CH:6]=[CH:7][CH:8]=[C:3]([C:1]4[N:34]=[N:35][NH:36][N:2]=4)[CH:4]=3)(=[O:10])=[O:11])=[N:14][C:15]3[C:20]([N:21]=2)=[CH:19][CH:18]=[CH:17][CH:16]=3)[CH:25]=[C:26]([O:32][CH3:33])[CH:27]=1. The catalyst class is: 9.